From a dataset of hERG Central: cardiac toxicity at 1µM, 10µM, and general inhibition. Predict hERG channel inhibition at various concentrations. (1) The molecule is Cl.O=C(c1ccc(F)cc1)C(CCCCCC(CN1CCOCC1)C(=O)c1ccc(F)cc1)CN1CCOCC1. Results: hERG_inhib (hERG inhibition (general)): blocker. (2) The compound is O=C(CCN1C(=O)C2C3C=CC(C3)C2C1=O)N1CCN(c2ccccc2Cl)CC1. Results: hERG_inhib (hERG inhibition (general)): blocker. (3) The compound is COc1ccc(-n2cnnc2SC(C)C(=O)Nc2cccc([N+](=O)[O-])c2)cc1. Results: hERG_inhib (hERG inhibition (general)): blocker. (4) Results: hERG_inhib (hERG inhibition (general)): blocker. The compound is CCCCN(CC(O)COc1cccc(C)c1)CC(O)COc1cccc(C)c1. (5) Results: hERG_inhib (hERG inhibition (general)): blocker. The compound is COc1ccc(-c2csc3ncnc(N4CCN(C(=O)c5ccco5)CC4)c23)cc1. (6) The molecule is Oc1ccccc1-[n+]1c(-c2ccccc2)cc(-c2ccccc2)cc1-c1ccccc1.[O-][Cl+3]([O-])([O-])[O-]. Results: hERG_inhib (hERG inhibition (general)): blocker.